From a dataset of Forward reaction prediction with 1.9M reactions from USPTO patents (1976-2016). Predict the product of the given reaction. (1) Given the reactants [CH3:1][C:2]1[C:3]2[N:4]([C:18]([C:21](O)=[O:22])=[CH:19][N:20]=2)[CH:5]=[C:6]([C:8]2[CH:13]=[CH:12][C:11]([C:14]([F:17])([F:16])[F:15])=[CH:10][CH:9]=2)[CH:7]=1.O[NH:25][C:26]([C:28]1[S:29][C:30]([S:33](=[O:36])(=[O:35])[NH2:34])=[CH:31][CH:32]=1)=[NH:27], predict the reaction product. The product is: [CH3:1][C:2]1[C:3]2[N:4]([C:18]([C:21]3[O:22][N:27]=[C:26]([C:28]4[S:29][C:30]([S:33]([NH2:34])(=[O:36])=[O:35])=[CH:31][CH:32]=4)[N:25]=3)=[CH:19][N:20]=2)[CH:5]=[C:6]([C:8]2[CH:9]=[CH:10][C:11]([C:14]([F:15])([F:16])[F:17])=[CH:12][CH:13]=2)[CH:7]=1. (2) Given the reactants [OH:1][C:2]1([C:12]2[CH:21]=[CH:20][C:15]([C:16]([NH:18][CH3:19])=[O:17])=[CH:14][CH:13]=2)[CH2:11][CH2:10][C:5]2(OCC[O:6]2)[CH2:4][CH2:3]1.C([O-])(O)=O.[Na+].C(OCC)(=O)C.CCCCCC, predict the reaction product. The product is: [OH:1][C:2]1([C:12]2[CH:13]=[CH:14][C:15]([C:16]([NH:18][CH3:19])=[O:17])=[CH:20][CH:21]=2)[CH2:11][CH2:10][C:5](=[O:6])[CH2:4][CH2:3]1. (3) Given the reactants [NH:1]([C:8]([O:10][C:11]([CH3:14])([CH3:13])[CH3:12])=[O:9])[C@@H:2]([C:4](OC)=[O:5])[CH3:3].[OH-].[NH4+:16], predict the reaction product. The product is: [NH2:16][C:4](=[O:5])[C@H:2]([NH:1][C:8](=[O:9])[O:10][C:11]([CH3:14])([CH3:13])[CH3:12])[CH3:3]. (4) The product is: [OH:2][C:3]1[CH:4]=[C:5]([C:9]2[C:10]3[C:11](=[O:23])[C:12]4[N:21]([CH3:22])[N:20]=[CH:19][C:13]=4[NH:14][C:15]=3[CH:16]=[CH:17][CH:18]=2)[CH:6]=[CH:7][CH:8]=1. Given the reactants C[O:2][C:3]1[CH:4]=[C:5]([C:9]2[C:10]3[C:11](=[O:23])[C:12]4[N:21]([CH3:22])[N:20]=[CH:19][C:13]=4[NH:14][C:15]=3[CH:16]=[CH:17][CH:18]=2)[CH:6]=[CH:7][CH:8]=1.COC1C=CC(C2C3C(=O)C4N(C)N=CC=4NC=3C=CC=2)=CC=1, predict the reaction product.